This data is from Forward reaction prediction with 1.9M reactions from USPTO patents (1976-2016). The task is: Predict the product of the given reaction. (1) Given the reactants [F:1][C:2]1[CH:11]=[C:10]2[C:5]([CH:6]=[CH:7][NH:8][C:9]2=[O:12])=[CH:4][C:3]=1[O:13]C.B(Br)(Br)Br.O, predict the reaction product. The product is: [F:1][C:2]1[CH:11]=[C:10]2[C:5]([CH:6]=[CH:7][NH:8][C:9]2=[O:12])=[CH:4][C:3]=1[OH:13]. (2) Given the reactants Cl.[NH2:2][OH:3].C(N(CC)CC)C.[Cl:11][C:12]1[CH:13]=[C:14]2[C:19](=[CH:20][CH:21]=1)[N:18]=[C:17]([CH:22]=O)[CH:16]=[CH:15]2.O, predict the reaction product. The product is: [Cl:11][C:12]1[CH:13]=[C:14]2[C:19](=[CH:20][CH:21]=1)[N:18]=[C:17]([CH:22]=[N:2][OH:3])[CH:16]=[CH:15]2. (3) The product is: [CH2:1]([N:3]([CH2:31][C:32]([NH:34][CH2:35][CH3:36])=[O:33])[C:4]([C:6]1[CH:7]=[C:8]2[C:16](=[CH:17][CH:18]=1)[N:15]([CH2:19][C:20]([OH:22])=[O:21])[C:14]1[CH2:13][CH2:12][CH:11]([CH:25]3[CH2:30][CH2:29][O:28][CH2:27][CH2:26]3)[CH2:10][C:9]2=1)=[O:5])[CH3:2]. Given the reactants [CH2:1]([N:3]([CH2:31][C:32]([NH:34][CH2:35][CH3:36])=[O:33])[C:4]([C:6]1[CH:7]=[C:8]2[C:16](=[CH:17][CH:18]=1)[N:15]([CH2:19][C:20]([O:22]CC)=[O:21])[C:14]1[CH2:13][CH2:12][CH:11]([CH:25]3[CH2:30][CH2:29][O:28][CH2:27][CH2:26]3)[CH2:10][C:9]2=1)=[O:5])[CH3:2].[OH-].[Na+], predict the reaction product. (4) Given the reactants [NH2:1][C:2]1[CH:59]=[C:58]([O:60][Si:61]([CH:68]([CH3:70])[CH3:69])([CH:65]([CH3:67])[CH3:66])[CH:62]([CH3:64])[CH3:63])[C:57]([O:71][CH3:72])=[CH:56][C:3]=1[C:4]([N:6]1[C@H:10]([CH2:11][O:12][Si:13]([C:16]([CH3:19])([CH3:18])[CH3:17])([CH3:15])[CH3:14])[CH2:9][C:8]([C:20]2[CH:25]=[CH:24][C:23]([NH:26][C:27](=[O:55])[C@@H:28]([NH:30][C:31](=[O:54])[C@@H:32]([NH:36][C:37](=[O:53])[O:38][CH2:39][CH:40]3[C:52]4[CH:51]=[CH:50][CH:49]=[CH:48][C:47]=4[C:46]4[C:41]3=[CH:42][CH:43]=[CH:44][CH:45]=4)[CH:33]([CH3:35])[CH3:34])[CH3:29])=[CH:22][CH:21]=2)=[CH:7]1)=[O:5].[CH3:73][C:74]([O:77][C:78](O[C:78]([O:77][C:74]([CH3:76])([CH3:75])[CH3:73])=[O:79])=[O:79])([CH3:76])[CH3:75].C(Cl)(Cl)Cl, predict the reaction product. The product is: [C:74]([O:77][C:78]([NH:1][C:2]1[CH:59]=[C:58]([O:60][Si:61]([CH:68]([CH3:70])[CH3:69])([CH:65]([CH3:67])[CH3:66])[CH:62]([CH3:63])[CH3:64])[C:57]([O:71][CH3:72])=[CH:56][C:3]=1[C:4]([N:6]1[C@H:10]([CH2:11][O:12][Si:13]([C:16]([CH3:19])([CH3:17])[CH3:18])([CH3:15])[CH3:14])[CH2:9][C:8]([C:20]2[CH:21]=[CH:22][C:23]([NH:26][C:27](=[O:55])[C@@H:28]([NH:30][C:31](=[O:54])[C@@H:32]([NH:36][C:37](=[O:53])[O:38][CH2:39][CH:40]3[C:41]4[CH:42]=[CH:43][CH:44]=[CH:45][C:46]=4[C:47]4[C:52]3=[CH:51][CH:50]=[CH:49][CH:48]=4)[CH:33]([CH3:34])[CH3:35])[CH3:29])=[CH:24][CH:25]=2)=[CH:7]1)=[O:5])=[O:79])([CH3:76])([CH3:75])[CH3:73]. (5) The product is: [C:51]([CH:9]1[C@H:10]([C:17]2[CH:22]=[CH:21][C:20]([F:23])=[CH:19][C:18]=2[CH3:24])[C@H:11]([NH2:39])[CH2:12][CH2:13][N:8]1[C:6]([OH:5])=[O:7])([CH3:57])([CH3:56])[CH3:52]. Given the reactants C([O:5][C:6]([N:8]1[CH2:13][CH2:12][C@@H:11](C(O)=O)[C@H:10]([C:17]2[CH:22]=[CH:21][C:20]([F:23])=[CH:19][C:18]=2[CH3:24])[CH2:9]1)=[O:7])(C)(C)C.C1C=CC(P([N:39]=[N+]=[N-])(C2C=CC=CC=2)=O)=CC=1.C(N(CC)CC)C.[OH-].[Na+].[C:51]1([CH3:57])[CH:56]=CC=C[CH:52]=1, predict the reaction product. (6) Given the reactants Br[C:2]1[C:3](=[O:10])[N:4]([CH3:9])[CH:5]=[C:6]([Br:8])[CH:7]=1.[CH3:11][O:12][C:13](=[O:43])[C@H:14]([CH2:23][C:24]1[CH:29]=[CH:28][C:27]([Sn](CCCC)(CCCC)CCCC)=[CH:26][CH:25]=1)[NH:15][C:16]([O:18][C:19]([CH3:22])([CH3:21])[CH3:20])=[O:17], predict the reaction product. The product is: [CH3:11][O:12][C:13](=[O:43])[C@H:14]([CH2:23][C:24]1[CH:25]=[CH:26][C:27]([C:2]2[C:3](=[O:10])[N:4]([CH3:9])[CH:5]=[C:6]([Br:8])[CH:7]=2)=[CH:28][CH:29]=1)[NH:15][C:16]([O:18][C:19]([CH3:22])([CH3:20])[CH3:21])=[O:17]. (7) Given the reactants [S:1]1[C:5]([CH2:6][C:7]2[C:8]([O:26][CH3:27])=[N:9][C:10]3[C:15]([C:16]=2[Cl:17])=[CH:14][C:13]([C:18]([C:20]2[N:24]([CH3:25])[CH:23]=[N:22][CH:21]=2)=[O:19])=[CH:12][CH:11]=3)=[CH:4][C:3]2[CH:28]=[CH:29][CH:30]=[CH:31][C:2]1=2.[N:32]1[CH:37]=[CH:36][CH:35]=[CH:34][C:33]=1[Mg]Br, predict the reaction product. The product is: [S:1]1[C:5]([CH2:6][C:7]2[C:8]([O:26][CH3:27])=[N:9][C:10]3[C:15]([C:16]=2[Cl:17])=[CH:14][C:13]([C:18]([C:20]2[N:24]([CH3:25])[CH:23]=[N:22][CH:21]=2)([C:33]2[CH:34]=[CH:35][CH:36]=[CH:37][N:32]=2)[OH:19])=[CH:12][CH:11]=3)=[CH:4][C:3]2[CH:28]=[CH:29][CH:30]=[CH:31][C:2]1=2. (8) Given the reactants [OH:1][C:2]1[CH:9]=[C:8]([O:10][CH2:11][O:12][CH3:13])[CH:7]=[CH:6][C:3]=1[CH:4]=[O:5].[H-].[Na+].Cl[C:17]1[C:22]([Cl:23])=[CH:21][C:20]([Cl:24])=[CH:19][N:18]=1.O, predict the reaction product. The product is: [Cl:23][C:22]1[C:17]([O:1][C:2]2[CH:9]=[C:8]([O:10][CH2:11][O:12][CH3:13])[CH:7]=[CH:6][C:3]=2[CH:4]=[O:5])=[N:18][CH:19]=[C:20]([Cl:24])[CH:21]=1. (9) Given the reactants FC(F)C1C([C:8](Cl)=[O:9])=CN(C)N=1.Cl.[Cl:14][C:15]1[CH:27]=[C:26]([Cl:28])[CH:25]=[C:24]([Cl:29])[C:16]=1[O:17][CH2:18][C@@H:19]1[CH2:23][CH2:22][CH2:21][NH:20]1.C(N(CC)CC)C, predict the reaction product. The product is: [Cl:14][C:15]1[CH:27]=[C:26]([Cl:28])[CH:25]=[C:24]([Cl:29])[C:16]=1[O:17][CH2:18][C@@H:19]1[CH2:23][CH2:22][CH2:21][N:20]1[CH:8]=[O:9]. (10) Given the reactants [Br:1][C:2]1[C:8]([F:9])=[CH:7][C:5]([NH2:6])=[CH:4][C:3]=1[F:10].[C:11](Cl)(=[O:15])[CH:12]([CH3:14])[CH3:13].C(N(C(C)C)C(C)C)C, predict the reaction product. The product is: [Br:1][C:2]1[C:8]([F:9])=[CH:7][C:5]([NH:6][C:11](=[O:15])[CH:12]([CH3:14])[CH3:13])=[CH:4][C:3]=1[F:10].